This data is from Full USPTO retrosynthesis dataset with 1.9M reactions from patents (1976-2016). The task is: Predict the reactants needed to synthesize the given product. (1) Given the product [CH:31]1([CH2:30][N:17]2[C:16](=[O:34])[C:15]([CH2:14][N:11]3[CH2:12][CH2:13][NH:8][CH2:9][CH2:10]3)=[CH:20][C:19]([C:21]3[CH:22]=[CH:23][C:24]4[O:28][CH2:27][CH2:26][C:25]=4[CH:29]=3)=[N:18]2)[CH2:33][CH2:32]1, predict the reactants needed to synthesize it. The reactants are: C(OC([N:8]1[CH2:13][CH2:12][N:11]([CH2:14][C:15]2[C:16](=[O:34])[N:17]([CH2:30][CH:31]3[CH2:33][CH2:32]3)[N:18]=[C:19]([C:21]3[CH:22]=[CH:23][C:24]4[O:28][CH2:27][CH2:26][C:25]=4[CH:29]=3)[CH:20]=2)[CH2:10][CH2:9]1)=O)(C)(C)C.O.C(=O)([O-])[O-].[K+].[K+]. (2) Given the product [CH3:18][O:19][C:20]1[CH:21]=[C:22]([NH:32][C:33]2[N:35]=[C:2]([CH2:3][CH2:4][N:5]3[CH2:9][CH2:8][CH2:7][C:6]3=[O:10])[C:11]3[CH2:12][O:13][CH2:14][CH2:15][C:16]=3[N:34]=2)[CH:23]=[CH:24][C:25]=1[N:26]1[CH:30]=[C:29]([CH3:31])[N:28]=[CH:27]1, predict the reactants needed to synthesize it. The reactants are: O=[C:2]([CH:11]1[C:16](=O)[CH2:15][CH2:14][O:13][CH2:12]1)[CH2:3][CH2:4][N:5]1[CH2:9][CH2:8][CH2:7][C:6]1=[O:10].[CH3:18][O:19][C:20]1[CH:21]=[C:22]([NH:32][C:33]([NH2:35])=[NH:34])[CH:23]=[CH:24][C:25]=1[N:26]1[CH:30]=[C:29]([CH3:31])[N:28]=[CH:27]1.C(=O)([O-])[O-].[K+].[K+]. (3) Given the product [F:13][C:11]1[CH:10]=[C:6]([CH:5]=[C:4]([CH:1]([CH3:3])[CH3:2])[CH:12]=1)[C:7]([OH:9])=[O:8], predict the reactants needed to synthesize it. The reactants are: [CH:1]1([C:4]2[CH:5]=[C:6]([CH:10]=[C:11]([F:13])[CH:12]=2)[C:7]([OH:9])=[O:8])[CH2:3][CH2:2]1.[H][H]. (4) Given the product [NH2:14][C:11]1[N:9]2[N:10]=[C:5]([C:17]#[N:18])[C:6]([CH3:16])=[C:7]([CH3:15])[C:8]2=[N:13][N:12]=1, predict the reactants needed to synthesize it. The reactants are: CS([C:5]1[C:6]([CH3:16])=[C:7]([CH3:15])[C:8]2[N:9]([C:11]([NH2:14])=[N:12][N:13]=2)[N:10]=1)(=O)=O.[C-:17]#[N:18].[K+]. (5) Given the product [CH2:1]([N:3]([CH2:17][C@@H:18]1[CH2:22][CH2:21][CH2:20][O:19]1)[C:4]1[N:9]=[C:8]2[N:10]([CH3:14])[N:11]=[C:12]([CH3:13])[C:7]2=[CH:6][C:5]=1[CH:15]=[O:16])[CH3:2], predict the reactants needed to synthesize it. The reactants are: [CH2:1]([N:3]([CH2:17][CH:18]1[CH2:22][CH2:21][CH2:20][O:19]1)[C:4]1[N:9]=[C:8]2[N:10]([CH3:14])[N:11]=[C:12]([CH3:13])[C:7]2=[CH:6][C:5]=1[CH:15]=[O:16])[CH3:2].FC(N(C(F)(F)F)CC1C=CC=CC=1)(F)F.C(O)(=O)C.C(O[BH-](OC(=O)C)OC(=O)C)(=O)C.[Na+]. (6) Given the product [CH3:1][O:2][C:3]1[CH:4]=[CH:5][C:6]([S:9][CH2:10][CH2:11][CH2:26][CH2:27][CH2:28][C:29]([OH:31])=[O:30])=[CH:7][CH:8]=1, predict the reactants needed to synthesize it. The reactants are: [CH3:1][O:2][C:3]1[CH:8]=[CH:7][C:6]([S:9][CH2:10][C:11](O)=O)=[CH:5][CH:4]=1.COC1C=CC(S)=CC=1.BrCC[CH2:26][CH2:27][CH2:28][C:29]([O:31]CC)=[O:30].[OH-].[K+]. (7) Given the product [F:22][C:23]1[CH:28]=[CH:27][C:26]([C:2]2[N:7]=[C:6]([N:8]3[CH2:13][CH2:12][C:11]([CH3:20])([C:14]4[CH:19]=[CH:18][CH:17]=[CH:16][CH:15]=4)[O:10][C:9]3=[O:21])[CH:5]=[CH:4][N:3]=2)=[CH:25][CH:24]=1, predict the reactants needed to synthesize it. The reactants are: Cl[C:2]1[N:7]=[C:6]([N:8]2[CH2:13][CH2:12][C:11]([CH3:20])([C:14]3[CH:19]=[CH:18][CH:17]=[CH:16][CH:15]=3)[O:10][C:9]2=[O:21])[CH:5]=[CH:4][N:3]=1.[F:22][C:23]1[CH:28]=[CH:27][C:26](B(O)O)=[CH:25][CH:24]=1.C([O-])([O-])=O.[K+].[K+]. (8) Given the product [CH3:1][O:2][C:3]1[CH:8]=[CH:7][CH:6]=[C:5]2[C:4]=1[C:18]([OH:19])=[C:17]([C:23]([O:25][CH2:26][CH3:27])=[O:24])[C:15](=[O:16])[C:9]12[CH2:10][CH2:11][O:12][CH2:13][CH2:14]1, predict the reactants needed to synthesize it. The reactants are: [CH3:1][O:2][C:3]1[CH:4]=[C:5]([C:9]2([C:15]([CH:17]([C:23]([O:25][CH2:26][CH3:27])=[O:24])[C:18](OCC)=[O:19])=[O:16])[CH2:14][CH2:13][O:12][CH2:11][CH2:10]2)[CH:6]=[CH:7][CH:8]=1.OS(O)(=O)=O. (9) Given the product [S:1]1[C:5]2[CH:6]=[CH:7][CH:8]=[CH:9][C:4]=2[N:3]=[C:2]1[O:10][CH2:11][C:12]([OH:14])=[O:13], predict the reactants needed to synthesize it. The reactants are: [S:1]1[C:5]2[CH:6]=[CH:7][CH:8]=[CH:9][C:4]=2[N:3]=[C:2]1[O:10][CH2:11][C:12]([O:14]CC)=[O:13].[OH-].[Na+].Cl. (10) Given the product [Cl:1][C:2]1[N:3]=[C:4]2[C:9](=[CH:10][CH:11]=1)[N:8]=[CH:7][C:6]([CH2:12][NH:39][CH3:38])=[C:5]2[NH:14][C:15]1[CH:20]=[CH:19][C:18]([N:21]2[CH2:26][CH2:25][N:24]([C:27]([O:29][C:30]([CH3:33])([CH3:31])[CH3:32])=[O:28])[CH2:23][CH2:22]2)=[C:17]([C:34]([F:36])([F:35])[F:37])[CH:16]=1, predict the reactants needed to synthesize it. The reactants are: [Cl:1][C:2]1[N:3]=[C:4]2[C:9](=[CH:10][CH:11]=1)[N:8]=[CH:7][C:6]([CH:12]=O)=[C:5]2[NH:14][C:15]1[CH:20]=[CH:19][C:18]([N:21]2[CH2:26][CH2:25][N:24]([C:27]([O:29][C:30]([CH3:33])([CH3:32])[CH3:31])=[O:28])[CH2:23][CH2:22]2)=[C:17]([C:34]([F:37])([F:36])[F:35])[CH:16]=1.[CH3:38][NH2:39].[BH4-].[Na+].